From a dataset of Forward reaction prediction with 1.9M reactions from USPTO patents (1976-2016). Predict the product of the given reaction. (1) The product is: [Cl:1][C:2]1[CH:7]=[CH:6][C:5]([O:8][C:23]2[CH:28]=[C:27]([S:29]([CH3:32])(=[O:30])=[O:31])[CH:26]=[C:25]([F:33])[CH:24]=2)=[CH:4][C:3]=1[N:9]1[C:13]2[CH:14]=[CH:15][CH:16]=[C:17]([C:18]([F:21])([F:19])[F:20])[C:12]=2[N:11]=[CH:10]1. Given the reactants [Cl:1][C:2]1[CH:7]=[CH:6][C:5]([OH:8])=[CH:4][C:3]=1[N:9]1[C:13]2[CH:14]=[CH:15][CH:16]=[C:17]([C:18]([F:21])([F:20])[F:19])[C:12]=2[N:11]=[CH:10]1.F[C:23]1[CH:28]=[C:27]([S:29]([CH3:32])(=[O:31])=[O:30])[CH:26]=[C:25]([F:33])[CH:24]=1, predict the reaction product. (2) Given the reactants [OH:1][C:2]1[CH:3]=[C:4]([CH:9]=[C:10]([O:12][C@@H:13]([CH3:17])[CH2:14][O:15][CH3:16])[CH:11]=1)[C:5]([O:7][CH3:8])=[O:6].C(=O)([O-])[O-].[Cs+].[Cs+].Cl[C:25]1[N:26]=[CH:27][C:28]([C:31]([N:33]([CH3:35])[CH3:34])=[O:32])=[N:29][CH:30]=1, predict the reaction product. The product is: [CH3:34][N:33]([CH3:35])[C:31]([C:28]1[N:29]=[CH:30][C:25]([O:1][C:2]2[CH:3]=[C:4]([CH:9]=[C:10]([O:12][C@@H:13]([CH3:17])[CH2:14][O:15][CH3:16])[CH:11]=2)[C:5]([O:7][CH3:8])=[O:6])=[N:26][CH:27]=1)=[O:32]. (3) Given the reactants C([O:3][CH2:4][CH:5]1[CH2:10][CH2:9][CH:8]([CH2:11][C:12]#[N:13])[CH2:7][CH2:6]1)=C.Cl.O, predict the reaction product. The product is: [OH:3][CH2:4][CH:5]1[CH2:10][CH2:9][CH:8]([CH2:11][C:12]#[N:13])[CH2:7][CH2:6]1.